This data is from Merck oncology drug combination screen with 23,052 pairs across 39 cell lines. The task is: Regression. Given two drug SMILES strings and cell line genomic features, predict the synergy score measuring deviation from expected non-interaction effect. (1) Drug 1: C=CCn1c(=O)c2cnc(Nc3ccc(N4CCN(C)CC4)cc3)nc2n1-c1cccc(C(C)(C)O)n1. Drug 2: C#Cc1cccc(Nc2ncnc3cc(OCCOC)c(OCCOC)cc23)c1. Cell line: NCIH2122. Synergy scores: synergy=5.77. (2) Drug 1: CS(=O)(=O)CCNCc1ccc(-c2ccc3ncnc(Nc4ccc(OCc5cccc(F)c5)c(Cl)c4)c3c2)o1. Drug 2: C#Cc1cccc(Nc2ncnc3cc(OCCOC)c(OCCOC)cc23)c1. Cell line: PA1. Synergy scores: synergy=12.5. (3) Synergy scores: synergy=6.32. Cell line: SKOV3. Drug 2: NC(=O)c1cccc2cn(-c3ccc(C4CCCNC4)cc3)nc12. Drug 1: Nc1ccn(C2OC(CO)C(O)C2(F)F)c(=O)n1. (4) Drug 1: CN(Cc1cnc2nc(N)nc(N)c2n1)c1ccc(C(=O)NC(CCC(=O)O)C(=O)O)cc1. Drug 2: CC1(c2nc3c(C(N)=O)cccc3[nH]2)CCCN1. Cell line: LNCAP. Synergy scores: synergy=-14.9. (5) Drug 1: C=CCn1c(=O)c2cnc(Nc3ccc(N4CCN(C)CC4)cc3)nc2n1-c1cccc(C(C)(C)O)n1. Drug 2: CCC1(O)C(=O)OCc2c1cc1n(c2=O)Cc2cc3c(CN(C)C)c(O)ccc3nc2-1. Cell line: HCT116. Synergy scores: synergy=4.00. (6) Drug 1: O=C(NOCC(O)CO)c1ccc(F)c(F)c1Nc1ccc(I)cc1F. Drug 2: CCC1(O)C(=O)OCc2c1cc1n(c2=O)Cc2cc3c(CN(C)C)c(O)ccc3nc2-1. Cell line: UACC62. Synergy scores: synergy=8.97. (7) Drug 1: COc1cccc2c1C(=O)c1c(O)c3c(c(O)c1C2=O)CC(O)(C(=O)CO)CC3OC1CC(N)C(O)C(C)O1. Drug 2: O=C(NOCC(O)CO)c1ccc(F)c(F)c1Nc1ccc(I)cc1F. Cell line: MDAMB436. Synergy scores: synergy=-6.60.